This data is from Reaction yield outcomes from USPTO patents with 853,638 reactions. The task is: Predict the reaction yield, written as a fraction of the theoretical maximum amount of product (1.0 means a 100% yield; for example, 0.34 means a 34% yield). (1) The reactants are [CH3:1][C:2]([OH:6])([CH3:5])[CH2:3][OH:4].[CH3:7][C:8]([Si:11](Cl)([CH3:13])[CH3:12])([CH3:10])[CH3:9]. The catalyst is C(Cl)Cl.CN(C1C=CN=CC=1)C. The product is [C:8]([Si:11]([CH3:13])([CH3:12])[O:4][CH2:3][C:2]([CH3:5])([OH:6])[CH3:1])([CH3:10])([CH3:9])[CH3:7]. The yield is 0.840. (2) The reactants are C([O:3][C:4]([CH:6]1[C:18]2[C:17]3[C:12](=[CH:13][CH:14]=[CH:15][CH:16]=3)[N:11]([CH2:19][CH2:20][O:21][CH2:22][C:23]3[CH:28]=[CH:27][CH:26]=[CH:25][CH:24]=3)[C:10]=2[CH2:9][CH2:8][CH2:7]1)=[O:5])C.[OH-].[Na+]. The catalyst is C(O)C.O. The product is [CH2:22]([O:21][CH2:20][CH2:19][N:11]1[C:10]2[CH2:9][CH2:8][CH2:7][CH:6]([C:4]([OH:5])=[O:3])[C:18]=2[C:17]2[C:12]1=[CH:13][CH:14]=[CH:15][CH:16]=2)[C:23]1[CH:28]=[CH:27][CH:26]=[CH:25][CH:24]=1. The yield is 0.920. (3) The reactants are FC(F)(F)S(O[C:7]1[C:12]([F:13])=[CH:11][CH:10]=[CH:9][C:8]=1[Cl:14])(=O)=O.[C:17]([Si:19]([CH3:22])([CH3:21])[CH3:20])#[CH:18].C(N(CC)CC)C. The catalyst is C(#N)C.C1C=CC(P(C2C=CC=CC=2)C2C=CC=CC=2)=CC=1.C1C=CC(P(C2C=CC=CC=2)C2C=CC=CC=2)=CC=1.Cl[Pd]Cl. The product is [Cl:14][C:8]1[CH:9]=[CH:10][CH:11]=[C:12]([F:13])[C:7]=1[C:18]#[C:17][Si:19]([CH3:22])([CH3:21])[CH3:20]. The yield is 0.790. (4) The reactants are [OH:1][C:2]1[C:3]([C:16](=[O:18])[CH3:17])=[CH:4][C:5]2[C:6]([CH3:15])([CH3:14])[CH2:7][CH2:8][C:9]([CH3:13])([CH3:12])[C:10]=2[CH:11]=1.[CH2:19](I)[CH3:20]. The catalyst is CS(C)=O. The product is [CH2:19]([O:1][C:2]1[C:3]([C:16](=[O:18])[CH3:17])=[CH:4][C:5]2[C:6]([CH3:15])([CH3:14])[CH2:7][CH2:8][C:9]([CH3:12])([CH3:13])[C:10]=2[CH:11]=1)[CH3:20]. The yield is 0.880. (5) The reactants are [CH2:1]([O:8][CH2:9][CH2:10][CH:11]1[CH2:16][C:15]([CH2:17][OH:18])=[CH:14][CH2:13][CH2:12]1)[C:2]1[CH:7]=[CH:6][CH:5]=[CH:4][CH:3]=1.C(N(CC)CC)C.[CH3:26][C:27]([Si:30](Cl)([CH3:32])[CH3:31])([CH3:29])[CH3:28]. The catalyst is CN(C=O)C. The product is [CH2:1]([O:8][CH2:9][CH2:10][CH:11]1[CH2:16][C:15]([CH2:17][O:18][Si:30]([C:27]([CH3:29])([CH3:28])[CH3:26])([CH3:32])[CH3:31])=[CH:14][CH2:13][CH2:12]1)[C:2]1[CH:7]=[CH:6][CH:5]=[CH:4][CH:3]=1. The yield is 0.630. (6) The reactants are [Cl:1][C:2]1[CH:10]=[CH:9][C:5]([C:6]([OH:8])=[O:7])=[CH:4][N:3]=1.[CH:11]([Mg]Cl)([CH3:13])[CH3:12].CO.ClC1C(=O)C(C#N)=C(C#N)C(=O)C=1Cl. The catalyst is O1CCCC1. The product is [Cl:1][C:2]1[CH:10]=[C:9]([CH:11]([CH3:13])[CH3:12])[C:5]([C:6]([OH:8])=[O:7])=[CH:4][N:3]=1. The yield is 0.740. (7) The reactants are [S:1]1[C:5]([C:6](O)=[O:7])=[CH:4][CH:3]2[S:9][CH:10]=[CH:11][CH:2]12.C1C=C[C:15]2[N:20]([OH:21])N=NC=2C=1.[CH3:22]CN(C(C)C)C(C)C.CCN=C=NCCCN(C)C. The catalyst is CN(C=O)C.CCOC(C)=O. The product is [CH3:22][O:21][N:20]([CH3:15])[C:6]([C:5]1[S:1][CH:2]2[CH:11]=[CH:10][S:9][CH:3]2[CH:4]=1)=[O:7]. The yield is 0.800.